Predict the reaction yield, written as a fraction of the theoretical maximum amount of product (1.0 means a 100% yield; for example, 0.34 means a 34% yield). From a dataset of Reaction yield outcomes from USPTO patents with 853,638 reactions. The reactants are [CH:1]12[CH2:7][CH:4]([CH2:5][CH2:6]1)[CH2:3][CH:2]2[CH2:8][C:9]([OH:11])=O.C(N(CC)C(C)C)(C)C.[CH3:21][C:22]1[CH:27]=[C:26]([N:28]2[CH2:33][CH2:32][O:31][CH2:30][CH2:29]2)[CH:25]=[C:24]([C:34]([F:37])([F:36])[F:35])[C:23]=1[NH2:38].C(OCC)(=O)C. The catalyst is CN(C)C=O. The product is [CH:1]12[CH2:7][CH:4]([CH2:5][CH2:6]1)[CH2:3][CH:2]2[CH2:8][C:9]([NH:38][C:23]1[C:24]([C:34]([F:35])([F:36])[F:37])=[CH:25][C:26]([N:28]2[CH2:33][CH2:32][O:31][CH2:30][CH2:29]2)=[CH:27][C:22]=1[CH3:21])=[O:11]. The yield is 0.0600.